Dataset: Catalyst prediction with 721,799 reactions and 888 catalyst types from USPTO. Task: Predict which catalyst facilitates the given reaction. Reactant: [NH2:1][C:2]1[N:6]([C:7]([CH3:10])([CH3:9])[CH3:8])[N:5]=[C:4]([CH3:11])[C:3]=1[C:12]1[C:13]([O:20][CH3:21])=[C:14]([OH:19])[CH:15]=[C:16]([F:18])[CH:17]=1.[CH2:22]([O:29][C:30]1[CH:37]=[CH:36][C:33]([CH:34]=O)=[CH:32][C:31]=1[CH3:38])[C:23]1[CH:28]=[CH:27][CH:26]=[CH:25][CH:24]=1. Product: [CH3:8][C:7]([N:6]1[C:2]2[N:1]=[C:34]([C:33]3[CH:36]=[CH:37][C:30]([O:29][CH2:22][C:23]4[CH:28]=[CH:27][CH:26]=[CH:25][CH:24]=4)=[C:31]([CH3:38])[CH:32]=3)[C:17]3[C:16]([F:18])=[CH:15][C:14]([OH:19])=[C:13]([O:20][CH3:21])[C:12]=3[C:3]=2[C:4]([CH3:11])=[N:5]1)([CH3:9])[CH3:10]. The catalyst class is: 15.